This data is from Reaction yield outcomes from USPTO patents with 853,638 reactions. The task is: Predict the reaction yield, written as a fraction of the theoretical maximum amount of product (1.0 means a 100% yield; for example, 0.34 means a 34% yield). (1) The reactants are [Br:1][C:2]1[CH:14]=[CH:13][C:12]2[C:11]3[C:6](=[CH:7][C:8]([Br:15])=[CH:9][CH:10]=3)[C:5]([CH2:17][CH2:18][CH2:19][CH2:20][NH2:21])([CH3:16])[C:4]=2[CH:3]=1.[C:22]([O:26][C:27](O[C:27]([O:26][C:22]([CH3:25])([CH3:24])[CH3:23])=[O:28])=[O:28])([CH3:25])([CH3:24])[CH3:23]. The catalyst is C1COCC1. The product is [C:22]([O:26][C:27](=[O:28])[NH:21][CH2:20][CH2:19][CH2:18][CH2:17][C:5]1([CH3:16])[C:4]2[CH:3]=[C:2]([Br:1])[CH:14]=[CH:13][C:12]=2[C:11]2[C:6]1=[CH:7][C:8]([Br:15])=[CH:9][CH:10]=2)([CH3:25])([CH3:24])[CH3:23]. The yield is 0.790. (2) The yield is 0.490. The product is [NH:50]1[CH:54]=[CH:53][C:52]([CH2:55][NH:56][C:45]([C:41]2[S:40][C:39]([N:36]3[C:37](=[O:38])[N:33]([CH2:32][C:31]4[CH:48]=[CH:49][C:28]([F:27])=[CH:29][CH:30]=4)[N:34]=[CH:35]3)=[N:43][C:42]=2[CH3:44])=[O:46])=[N:51]1. No catalyst specified. The reactants are CC1N=C(N2C(=O)N(CC3C=CC(C(F)(F)F)=CC=3)N=C2)SC=1C(O)=O.[F:27][C:28]1[CH:49]=[CH:48][C:31]([CH2:32][N:33]2[C:37](=[O:38])[N:36]([C:39]3[S:40][C:41]([C:45](O)=[O:46])=[C:42]([CH3:44])[N:43]=3)[CH:35]=[N:34]2)=[CH:30][CH:29]=1.[NH:50]1[CH:54]=[CH:53][C:52]([CH2:55][NH2:56])=[N:51]1. (3) The reactants are Cl[C:2]1[C:11]2[C:6](=[CH:7][C:8]([O:12][CH2:13][CH2:14][CH2:15][Cl:16])=[CH:9][CH:10]=2)[N:5]=[CH:4][N:3]=1.[NH2:17][C:18]1[C:23]([Cl:24])=[CH:22][N:21]=[C:20]2[O:25][CH2:26][O:27][C:19]=12. No catalyst specified. The product is [Cl:24][C:23]1[C:18]([NH:17][C:2]2[C:11]3[C:6](=[CH:7][C:8]([O:12][CH2:13][CH2:14][CH2:15][Cl:16])=[CH:9][CH:10]=3)[N:5]=[CH:4][N:3]=2)=[C:19]2[O:27][CH2:26][O:25][C:20]2=[N:21][CH:22]=1. The yield is 0.890. (4) The reactants are [CH3:1][O:2][C:3]1[C:8]([O:9][CH3:10])=[C:7]([O:11][CH3:12])[CH:6]=[C:5]([CH3:13])[C:4]=1[CH:14]([C:16]1[C:21]([CH3:22])=[CH:20][N:19]=[CH:18][C:17]=1[Br:23])[OH:15]. The catalyst is [O-2].[O-2].[Mn+4].C1(C)C=CC=CC=1. The product is [CH3:1][O:2][C:3]1[C:8]([O:9][CH3:10])=[C:7]([O:11][CH3:12])[CH:6]=[C:5]([CH3:13])[C:4]=1[C:14]([C:16]1[C:21]([CH3:22])=[CH:20][N:19]=[CH:18][C:17]=1[Br:23])=[O:15]. The yield is 0.540.